From a dataset of Reaction yield outcomes from USPTO patents with 853,638 reactions. Predict the reaction yield, written as a fraction of the theoretical maximum amount of product (1.0 means a 100% yield; for example, 0.34 means a 34% yield). (1) The reactants are [NH2:1][C:2]1[CH:7]=[CH:6][CH:5]=[CH:4][CH:3]=1.C(=O)CC.P(O)(O[C:22]1[CH:27]=[CH:26][CH:25]=[CH:24][CH:23]=1)(O[C:22]1[CH:27]=[CH:26][CH:25]=[CH:24][CH:23]=1)=O.[CH:29]([NH:33][C:34](=[O:40])[O:35][C:36]([CH3:39])([CH3:38])[CH3:37])=CCC.C([O-])(O)=O.[Na+]. The catalyst is ClCCl. The product is [CH2:27]([C@H:26]1[C@H:25]([CH2:24][CH3:23])[C@@H:29]([NH:33][C:34](=[O:40])[O:35][C:36]([CH3:39])([CH3:38])[CH3:37])[C:7]2[C:2](=[CH:3][CH:4]=[CH:5][CH:6]=2)[NH:1]1)[CH3:22]. The yield is 0.235. (2) The reactants are [C:1]([O:5][C:6]([N:8]1[CH2:13][CH2:12][CH2:11][C@@H:10]([C:14]#[N:15])[CH2:9]1)=[O:7])([CH3:4])([CH3:3])[CH3:2].[NH2:16][OH:17]. The catalyst is C(O)C. The product is [C:1]([O:5][C:6]([N:8]1[CH2:13][CH2:12][CH2:11][C@@H:10]([C:14](=[NH:15])[NH:16][OH:17])[CH2:9]1)=[O:7])([CH3:4])([CH3:3])[CH3:2]. The yield is 0.800. (3) The reactants are [Br:1][C:2]1[CH:3]=[C:4]([CH2:8][N:9]2C(=O)C3=CC=CC=C3C2=O)[CH:5]=[N:6][CH:7]=1.CN.[OH-].[Na+]. The catalyst is Cl. The product is [Br:1][C:2]1[CH:3]=[C:4]([CH2:8][NH2:9])[CH:5]=[N:6][CH:7]=1. The yield is 0.598. (4) The product is [C:25]([O:24][C:23](=[O:29])[NH:22][C:19]([CH3:21])([CH3:20])[C:18]([N:15]1[CH2:16][CH2:17][N:12]([C:6]2[CH:7]=[N:8][C:9]3[C:4]([CH:5]=2)=[N:3][C:2]([C:38]2[CH:39]=[CH:40][C:34]4[O:33][C:32]([NH2:31])=[N:36][C:35]=4[CH:37]=2)=[CH:11][CH:10]=3)[CH2:13][CH2:14]1)=[O:30])([CH3:28])([CH3:27])[CH3:26]. The yield is 0.372. The catalyst is O1CCOCC1.O.C1C=CC([P]([Pd]([P](C2C=CC=CC=2)(C2C=CC=CC=2)C2C=CC=CC=2)([P](C2C=CC=CC=2)(C2C=CC=CC=2)C2C=CC=CC=2)[P](C2C=CC=CC=2)(C2C=CC=CC=2)C2C=CC=CC=2)(C2C=CC=CC=2)C2C=CC=CC=2)=CC=1. The reactants are Cl[C:2]1[N:3]=[C:4]2[C:9](=[CH:10][CH:11]=1)[N:8]=[CH:7][C:6]([N:12]1[CH2:17][CH2:16][N:15]([C:18](=[O:30])[C:19]([NH:22][C:23](=[O:29])[O:24][C:25]([CH3:28])([CH3:27])[CH3:26])([CH3:21])[CH3:20])[CH2:14][CH2:13]1)=[CH:5]2.[NH2:31][C:32]1[O:33][C:34]2[CH:40]=[CH:39][C:38](B(O)O)=[CH:37][C:35]=2[N:36]=1.C(=O)([O-])[O-].[Na+].[Na+]. (5) The catalyst is C(Cl)Cl. The yield is 0.800. The reactants are [Br:1][C:2]1[C:3]2[C:4]3[CH2:23][CH2:22][N:21](C(OC(C)(C)C)=O)[CH2:20][CH2:19][C:5]=3[N:6]([CH2:11][C:12]([O:14][CH2:15][CH:16]([CH3:18])[CH3:17])=[O:13])[C:7]=2[CH:8]=[CH:9][CH:10]=1.FC(F)(F)C(O)=O. The product is [Br:1][C:2]1[C:3]2[C:4]3[CH2:23][CH2:22][NH:21][CH2:20][CH2:19][C:5]=3[N:6]([CH2:11][C:12]([O:14][CH2:15][CH:16]([CH3:18])[CH3:17])=[O:13])[C:7]=2[CH:8]=[CH:9][CH:10]=1. (6) The reactants are [CH2:1]([C:3]1[NH:4][C:5](=[O:27])[C:6]([CH2:12][C:13]2[CH:18]=[CH:17][C:16]([C:19]3[C:20]([C:25]#[N:26])=[CH:21][CH:22]=[CH:23][CH:24]=3)=[CH:15][CH:14]=2)=[C:7]([CH2:9][CH2:10][CH3:11])[N:8]=1)[CH3:2].[CH:28]([O:31][C:32]1[N:37]=[CH:36][C:35](B(O)O)=[CH:34][CH:33]=1)([CH3:30])[CH3:29].C(N(CC)CC)C.N1C=CC=CC=1. The catalyst is ClCCl.C(OCC)(=O)C.C([O-])(=O)C.[Cu+2].C([O-])(=O)C. The product is [CH2:1]([C:3]1[N:4]([C:35]2[CH:36]=[N:37][C:32]([O:31][CH:28]([CH3:30])[CH3:29])=[CH:33][CH:34]=2)[C:5](=[O:27])[C:6]([CH2:12][C:13]2[CH:18]=[CH:17][C:16]([C:19]3[C:20]([C:25]#[N:26])=[CH:21][CH:22]=[CH:23][CH:24]=3)=[CH:15][CH:14]=2)=[C:7]([CH2:9][CH2:10][CH3:11])[N:8]=1)[CH3:2]. The yield is 0.560. (7) The reactants are Br[C:2]1[S:6][C:5]([CH2:7][C@@H:8]([C:17]([O:19][CH3:20])=[O:18])[NH:9][C:10]([O:12][C:13]([CH3:16])([CH3:15])[CH3:14])=[O:11])=[CH:4][CH:3]=1.[CH3:21][CH:22]([OH:26])[CH2:23][C:24]#[CH:25]. The catalyst is CN(C=O)C.[Pd](Cl)Cl.C1(P(C2C=CC=CC=2)C2C=CC=CC=2)C=CC=CC=1.C1(P(C2C=CC=CC=2)C2C=CC=CC=2)C=CC=CC=1.[Cu]I. The product is [C:13]([O:12][C:10]([NH:9][C@H:8]([C:17]([O:19][CH3:20])=[O:18])[CH2:7][C:5]1[S:6][C:2]([C:25]#[C:24][CH2:23][CH:22]([OH:26])[CH3:21])=[CH:3][CH:4]=1)=[O:11])([CH3:16])([CH3:15])[CH3:14]. The yield is 0.960. (8) The reactants are [CH:1]([O:3][CH:4]1CC[CH2:7][N:6]([C:10]2[N:11]=[C:12]3[CH:22]=[C:21]([CH2:23][CH2:24][C:25]4[S:26][CH:27]=[C:28]([CH:30]5[CH2:33]CC5)[N:29]=4)[CH:20]=[CH:19][N:13]3[C:14](=[O:18])[C:15]=2[CH:16]=[O:17])[CH2:5]1)=O.C(C1N=C(CCC2C=CN3C(=O)C=C(N4CCOCC4)N=C3C=2)SC=1)C. No catalyst specified. The product is [CH2:30]([C:28]1[N:29]=[C:25]([CH2:24][CH2:23][C:21]2[CH:20]=[CH:19][N:13]3[C:14](=[O:18])[C:15]([CH:16]=[O:17])=[C:10]([N:6]4[CH2:7][CH2:1][O:3][CH2:4][CH2:5]4)[N:11]=[C:12]3[CH:22]=2)[S:26][CH:27]=1)[CH3:33]. The yield is 0.900. (9) The reactants are [CH:1]1[C:10]2[C:5](=[CH:6][CH:7]=[CH:8][CH:9]=2)[CH:4]=[CH:3][C:2]=1B(O)O.[Br:14][C:15]1[CH:16]=[C:17](I)[CH:18]=[CH:19][CH:20]=1.C(=O)([O-])[O-].[Na+].[Na+]. The catalyst is C1C=CC([P]([Pd]([P](C2C=CC=CC=2)(C2C=CC=CC=2)C2C=CC=CC=2)([P](C2C=CC=CC=2)(C2C=CC=CC=2)C2C=CC=CC=2)[P](C2C=CC=CC=2)(C2C=CC=CC=2)C2C=CC=CC=2)(C2C=CC=CC=2)C2C=CC=CC=2)=CC=1.C1(C)C=CC=CC=1. The product is [Br:14][C:15]1[CH:20]=[C:19]([C:2]2[CH:3]=[CH:4][C:5]3[C:10](=[CH:9][CH:8]=[CH:7][CH:6]=3)[CH:1]=2)[CH:18]=[CH:17][CH:16]=1. The yield is 0.760. (10) The reactants are [NH2:1][C:2]1[N:7]=[N:6][C:5]([N:8]2[CH2:13][CH2:12][N:11]([C:14]([C:16]3[CH:21]=[CH:20][CH:19]=[CH:18][C:17]=3[C:22]([F:25])([F:24])[F:23])=[O:15])[CH2:10][CH2:9]2)=[CH:4][CH:3]=1.C(N(C(C)C)CC)(C)C.O.ON1C2C=CC=CC=2N=N1.CN(C)CCCN=C=NCC.[CH2:57]([O:64][CH2:65][C:66](O)=[O:67])[C:58]1[CH:63]=[CH:62][CH:61]=[CH:60][CH:59]=1. The catalyst is ClCCl. The product is [CH2:57]([O:64][CH2:65][C:66]([NH:1][C:2]1[N:7]=[N:6][C:5]([N:8]2[CH2:9][CH2:10][N:11]([C:14](=[O:15])[C:16]3[CH:21]=[CH:20][CH:19]=[CH:18][C:17]=3[C:22]([F:25])([F:24])[F:23])[CH2:12][CH2:13]2)=[CH:4][CH:3]=1)=[O:67])[C:58]1[CH:63]=[CH:62][CH:61]=[CH:60][CH:59]=1. The yield is 0.890.